Dataset: Forward reaction prediction with 1.9M reactions from USPTO patents (1976-2016). Task: Predict the product of the given reaction. Given the reactants [Cl:1][C:2]1[CH:3]=[C:4]([CH:21]=[CH:22][CH:23]=1)[CH2:5][NH:6][C:7]1[N:20]=[C:10]2[C:11]([O:18][CH3:19])=[CH:12][C:13]([C:15]([OH:17])=O)=[CH:14][N:9]2[N:8]=1.[CH3:24][O:25][CH2:26][CH:27]1[NH:32][CH2:31][C:30]([CH3:34])([CH3:33])[O:29][CH2:28]1.C(N(CC)C(C)C)(C)C.CN(C(ON1N=NC2C=CC=NC1=2)=[N+](C)C)C.F[P-](F)(F)(F)(F)F, predict the reaction product. The product is: [Cl:1][C:2]1[CH:3]=[C:4]([CH:21]=[CH:22][CH:23]=1)[CH2:5][NH:6][C:7]1[N:20]=[C:10]2[C:11]([O:18][CH3:19])=[CH:12][C:13]([C:15]([N:32]3[CH:27]([CH2:26][O:25][CH3:24])[CH2:28][O:29][C:30]([CH3:34])([CH3:33])[CH2:31]3)=[O:17])=[CH:14][N:9]2[N:8]=1.